Dataset: Reaction yield outcomes from USPTO patents with 853,638 reactions. Task: Predict the reaction yield, written as a fraction of the theoretical maximum amount of product (1.0 means a 100% yield; for example, 0.34 means a 34% yield). The yield is 0.290. The reactants are [F:1][C:2]1[CH:7]=[CH:6][C:5]([CH2:8][C:9]2[CH:18]=[C:17]3[C:12]([C:13]([OH:30])=[C:14]([C:25](OCC)=[O:26])[C:15](=[O:24])[N:16]3[CH2:19][C:20]([F:23])([F:22])[F:21])=[N:11][CH:10]=2)=[CH:4][CH:3]=1.[NH2:31][CH2:32][CH2:33][OH:34]. The product is [F:1][C:2]1[CH:3]=[CH:4][C:5]([CH2:8][C:9]2[CH:18]=[C:17]3[C:12]([C:13]([OH:30])=[C:14]([C:25]([NH:31][CH2:32][CH2:33][OH:34])=[O:26])[C:15](=[O:24])[N:16]3[CH2:19][C:20]([F:22])([F:23])[F:21])=[N:11][CH:10]=2)=[CH:6][CH:7]=1. No catalyst specified.